The task is: Predict which catalyst facilitates the given reaction.. This data is from Catalyst prediction with 721,799 reactions and 888 catalyst types from USPTO. (1) Reactant: I[C:2]1[CH:10]=[C:9]2[C:5]([C:6]([CH:19]=[CH:20][C:21]3[CH:26]=[CH:25][CH:24]=[CH:23][CH:22]=3)=[N:7][N:8]2[CH2:11][O:12][CH2:13][CH2:14][Si:15]([CH3:18])([CH3:17])[CH3:16])=[CH:4][CH:3]=1.[Li]CCCC.[CH:32](=[O:39])[C:33]1[CH:38]=[CH:37][CH:36]=[CH:35][CH:34]=1. Product: [C:33]1([CH:32]([C:2]2[CH:10]=[C:9]3[C:5]([C:6]([CH:19]=[CH:20][C:21]4[CH:26]=[CH:25][CH:24]=[CH:23][CH:22]=4)=[N:7][N:8]3[CH2:11][O:12][CH2:13][CH2:14][Si:15]([CH3:18])([CH3:17])[CH3:16])=[CH:4][CH:3]=2)[OH:39])[CH:38]=[CH:37][CH:36]=[CH:35][CH:34]=1. The catalyst class is: 1. (2) Reactant: [F:1][C:2]1[CH:7]=[CH:6][CH:5]=[C:4]([F:8])[C:3]=1[C:9]1[S:10][C:11]([NH:38]C(=O)OC(C)(C)C)=[C:12]([C:14](=[O:37])[NH:15][C:16]2[CH:17]=[N:18][N:19]([CH3:36])[C:20]=2[N:21]2[CH2:27][CH2:26][CH:25]([NH:28]C(=O)C(F)(F)F)[CH:24]([F:35])[CH2:23][CH2:22]2)[N:13]=1.Cl.O1CCOCC1. Product: [NH2:38][C:11]1[S:10][C:9]([C:3]2[C:2]([F:1])=[CH:7][CH:6]=[CH:5][C:4]=2[F:8])=[N:13][C:12]=1[C:14]([NH:15][C:16]1[CH:17]=[N:18][N:19]([CH3:36])[C:20]=1[N:21]1[CH2:22][CH2:23][CH:24]([F:35])[CH:25]([NH2:28])[CH2:26][CH2:27]1)=[O:37]. The catalyst class is: 5. (3) Reactant: [Cl:1][C:2]1[CH:3]=[N:4][N:5]([CH3:15])[C:6]=1[C:7]1[S:8][C:9]([C:12]([OH:14])=O)=[CH:10][N:11]=1.C1CN([P+](Br)(N2CCCC2)N2CCCC2)CC1.F[P-](F)(F)(F)(F)F.CCN(C(C)C)C(C)C.[NH2:49][C@@H:50]([CH2:63][C:64]1[CH:69]=[CH:68][CH:67]=[C:66]([F:70])[CH:65]=1)[CH2:51][N:52]1[C:60](=[O:61])[C:59]2[C:54](=[CH:55][CH:56]=[CH:57][CH:58]=2)[C:53]1=[O:62]. Product: [Cl:1][C:2]1[CH:3]=[N:4][N:5]([CH3:15])[C:6]=1[C:7]1[S:8][C:9]([C:12]([NH:49][C@@H:50]([CH2:63][C:64]2[CH:69]=[CH:68][CH:67]=[C:66]([F:70])[CH:65]=2)[CH2:51][N:52]2[C:60](=[O:61])[C:59]3[C:54](=[CH:55][CH:56]=[CH:57][CH:58]=3)[C:53]2=[O:62])=[O:14])=[CH:10][N:11]=1. The catalyst class is: 22.